Dataset: Forward reaction prediction with 1.9M reactions from USPTO patents (1976-2016). Task: Predict the product of the given reaction. (1) Given the reactants [NH2:1][C@H:2]([CH2:23][F:24])[C@@H:3]([C:5]1[CH:10]=[CH:9][C:8]([C:11]2[CH:12]=[CH:13][C:14]([CH2:17][NH:18][S:19]([CH3:22])(=[O:21])=[O:20])=[N:15][CH:16]=2)=[CH:7][CH:6]=1)[OH:4].Br[CH2:26][C:27](Br)=[O:28].[Br-].[N-:31]=[N+:32]=[N-:33].[Na+], predict the reaction product. The product is: [N:31]([CH2:26][C:27]([NH:1][C@H:2]([CH2:23][F:24])[C@H:3]([OH:4])[C:5]1[CH:10]=[CH:9][C:8]([C:11]2[CH:16]=[N:15][C:14]([CH2:17][NH:18][S:19]([CH3:22])(=[O:20])=[O:21])=[CH:13][CH:12]=2)=[CH:7][CH:6]=1)=[O:28])=[N+:32]=[N-:33]. (2) Given the reactants [NH:1]1[C:9]2[C:4](=[CH:5][CH:6]=[CH:7][CH:8]=2)[C:3](/[CH:10]=[CH:11]/[C:12]([N:14]([CH:24]([CH3:26])[CH3:25])[NH:15][C:16](=[O:23])[C:17]2[CH:22]=[CH:21][CH:20]=[CH:19][CH:18]=2)=[O:13])=[CH:2]1.C([O-])([O-])=O.[K+].[K+].[C:33](OC(=O)C)(=[O:35])[CH3:34], predict the reaction product. The product is: [C:33]([N:1]1[C:9]2[C:4](=[CH:5][CH:6]=[CH:7][CH:8]=2)[C:3](/[CH:10]=[CH:11]/[C:12]([N:14]([CH:24]([CH3:26])[CH3:25])[NH:15][C:16](=[O:23])[C:17]2[CH:18]=[CH:19][CH:20]=[CH:21][CH:22]=2)=[O:13])=[CH:2]1)(=[O:35])[CH3:34]. (3) Given the reactants [CH2:1]([O:3][C:4](=[O:15])[CH:5]([Cl:14])P(CCC)(CCC)=O)[CH3:2].C([Li])CCC.[I:21][C:22]1[CH:29]=[CH:28][C:25]([CH:26]=O)=[CH:24][CH:23]=1.C(OCC)(=O)C, predict the reaction product. The product is: [CH2:1]([O:3][C:4](=[O:15])[C:5]([Cl:14])=[CH:26][C:25]1[CH:28]=[CH:29][C:22]([I:21])=[CH:23][CH:24]=1)[CH3:2]. (4) Given the reactants CN(C(ON1N=NC2C=CC=NC1=2)=[N+](C)C)C.F[P-](F)(F)(F)(F)F.C(N(CC)C(C)C)(C)C.[C:34]([OH:38])(=O)[CH2:35][OH:36].[Cl:39][C:40]1[CH:41]=[C:42]([NH:54][C:55]2[C:64]3[C:59](=[CH:60][CH:61]=[C:62]([O:65][CH:66]4[CH2:71][CH2:70][NH:69][CH2:68][CH2:67]4)[CH:63]=3)[N:58]=[CH:57][N:56]=2)[CH:43]=[CH:44][C:45]=1[O:46][CH2:47][C:48]1[CH:53]=[CH:52][CH:51]=[CH:50][N:49]=1, predict the reaction product. The product is: [Cl:39][C:40]1[CH:41]=[C:42]([NH:54][C:55]2[C:64]3[C:59](=[CH:60][CH:61]=[C:62]([O:65][CH:66]4[CH2:67][CH2:68][N:69]([C:34](=[O:38])[CH2:35][OH:36])[CH2:70][CH2:71]4)[CH:63]=3)[N:58]=[CH:57][N:56]=2)[CH:43]=[CH:44][C:45]=1[O:46][CH2:47][C:48]1[CH:53]=[CH:52][CH:51]=[CH:50][N:49]=1. (5) Given the reactants [CH2:1]([O:8][C:9]1[CH:18]=[CH:17][CH:16]=[C:15]2[C:10]=1[CH2:11][CH2:12][CH2:13][CH:14]2[C:19]([N:21]([C:28]1[CH:33]=[CH:32][C:31]([O:34][CH3:35])=[CH:30][CH:29]=1)[CH2:22][C:23]1[CH:24]=[N:25][NH:26][CH:27]=1)=[O:20])[C:2]1[CH:7]=[CH:6][CH:5]=[CH:4][CH:3]=1.[CH2:36](I)[CH3:37], predict the reaction product. The product is: [CH2:1]([O:8][C:9]1[CH:18]=[CH:17][CH:16]=[C:15]2[C:10]=1[CH2:11][CH2:12][CH2:13][CH:14]2[C:19]([N:21]([CH2:22][C:23]1[CH:27]=[N:26][N:25]([CH2:36][CH3:37])[CH:24]=1)[C:28]1[CH:33]=[CH:32][C:31]([O:34][CH3:35])=[CH:30][CH:29]=1)=[O:20])[C:2]1[CH:3]=[CH:4][CH:5]=[CH:6][CH:7]=1. (6) Given the reactants [F:1][C:2]([F:7])([F:6])[C:3]([OH:5])=[O:4].[F:8][C:9]([F:14])([F:13])[C:10]([OH:12])=[O:11].FC(F)(F)C(O)=O.[Cl:22][C:23]1[CH:24]=[N:25][C:26]2[NH:27][C:28]3[CH:29]=[N:30][CH:31]=[C:32]([CH:54]=3)[CH2:33][CH2:34][C:35]3[CH:43]=[C:39]([NH:40][C:41]=1[N:42]=2)[CH:38]=[CH:37][C:36]=3[NH:44][C:45](=[O:53])[CH2:46][C@H:47]1[CH2:52][CH2:51][CH2:50][NH:49][CH2:48]1.[C:55]1([N:61]=[C:62]=[O:63])[CH:60]=[CH:59][CH:58]=[CH:57][CH:56]=1, predict the reaction product. The product is: [F:1][C:2]([F:7])([F:6])[C:3]([OH:5])=[O:4].[F:8][C:9]([F:14])([F:13])[C:10]([OH:12])=[O:11].[Cl:22][C:23]1[CH:24]=[N:25][C:26]2[NH:27][C:28]3[CH:29]=[N:30][CH:31]=[C:32]([CH:54]=3)[CH2:33][CH2:34][C:35]3[CH:43]=[C:39]([NH:40][C:41]=1[N:42]=2)[CH:38]=[CH:37][C:36]=3[NH:44][C:45](=[O:53])[CH2:46][C@H:47]1[CH2:52][CH2:51][CH2:50][N:49]([C:62]([NH:61][C:55]2[CH:60]=[CH:59][CH:58]=[CH:57][CH:56]=2)=[O:63])[CH2:48]1. (7) Given the reactants [CH3:1][O:2][C:3](=[O:26])[CH2:4][C:5]1[C:14]([CH3:15])=[C:13](B2OC(C)(C)C(C)(C)O2)[C:12]2[C:7](=[CH:8][CH:9]=[C:10]([F:25])[CH:11]=2)[CH:6]=1.Br[C:28]1[CH:33]=[CH:32][C:31]([S:34]([NH:37][CH2:38][CH2:39][OH:40])(=[O:36])=[O:35])=[CH:30][CH:29]=1.C(=O)([O-])[O-].[Na+].[Na+].O, predict the reaction product. The product is: [CH3:1][O:2][C:3](=[O:26])[CH2:4][C:5]1[C:14]([CH3:15])=[C:13]([C:28]2[CH:29]=[CH:30][C:31]([S:34](=[O:35])(=[O:36])[NH:37][CH2:38][CH2:39][OH:40])=[CH:32][CH:33]=2)[C:12]2[C:7](=[CH:8][CH:9]=[C:10]([F:25])[CH:11]=2)[CH:6]=1. (8) Given the reactants [Cl:1][C:2]1[N:7]=[N:6][C:5]([NH:8][S:9]([CH2:12][C:13]2[CH:18]=[CH:17][C:16](F)=[C:15](F)[CH:14]=2)(=[O:11])=[O:10])=[C:4]([OH:21])[CH:3]=1.[Cl:22]C1C=C(CS(Cl)(=O)=O)C=CC=1.FC1C=C(CS(Cl)(=O)=O)C=CC=1F, predict the reaction product. The product is: [Cl:1][C:2]1[N:7]=[N:6][C:5]([NH:8][S:9]([CH2:12][C:13]2[CH:18]=[CH:17][CH:16]=[C:15]([Cl:22])[CH:14]=2)(=[O:11])=[O:10])=[C:4]([OH:21])[CH:3]=1.